This data is from Reaction yield outcomes from USPTO patents with 853,638 reactions. The task is: Predict the reaction yield, written as a fraction of the theoretical maximum amount of product (1.0 means a 100% yield; for example, 0.34 means a 34% yield). (1) The reactants are [CH:1]1[CH:10]=[N:9][C:8]2[C:3](=[C:4]([N+:12]([O-:14])=[O:13])[CH:5]=[CH:6][C:7]=2[OH:11])[CH:2]=1.[OH:15][CH2:16][CH2:17][N:18]1[CH2:23][CH2:22][O:21][CH2:20][CH2:19]1. The catalyst is C1COCC1. The product is [CH:1]1[CH:10]=[N:9][C:8]2[C:3](=[C:4]([N+:12]([O-:14])=[O:13])[CH:5]=[CH:6][C:7]=2[OH:11])[CH:2]=1.[OH:15][CH2:16][CH2:17][N:18]1[CH2:23][CH2:22][O:21][CH2:20][CH2:19]1. The yield is 0.470. (2) The reactants are [CH2:1]1OCCOCCOCCOCCO[CH2:2]1.[OH-].[Na+].C([C:20]([CH2:33][CH3:34])(P(O)(O)=O)/[C:21](/[CH3:28])=[C:22](\CC)/[C:23]([O-:25])=[O:24])C.[CH3:35][C:36](=[CH:38][CH2:39][CH2:40]/[C:41](=C/C=O)/[CH3:42])[CH3:37]. The catalyst is C1(C)C=CC=CC=1. The product is [CH3:28]/[C:21](/[CH:20]=[CH:33]/[CH:34]=[C:41](\[CH3:42])/[CH2:40][CH2:39][CH:38]=[C:36]([CH3:37])[CH3:35])=[CH:22]\[C:23]([O:25][CH2:1][CH3:2])=[O:24]. The yield is 0.870. (3) The reactants are [F:1][C:2]1[CH:7]=[CH:6][C:5]([I:8])=[CH:4][C:3]=1[C@:9]1([CH3:20])[CH2:14][C@@H:13]([C:15]([F:18])([F:17])[F:16])[O:12][C:11]([NH2:19])=[N:10]1.[NH2:21][C@@:22]([C:31]1[CH:36]=[C:35]([I:37])[CH:34]=[CH:33][C:32]=1[F:38])([CH3:30])[CH2:23][C@H:24]([OH:29])[C:25]([F:28])([F:27])[F:26].[CH3:39][O:40][C:41]1[CH:46]=[CH:45][C:44]([C:47](Cl)([C:54]2[CH:59]=[CH:58][C:57]([O:60][CH3:61])=[CH:56][CH:55]=2)[C:48]2[CH:53]=[CH:52][CH:51]=[CH:50][CH:49]=2)=[CH:43][CH:42]=1. No catalyst specified. The product is [CH3:61][O:60][C:57]1[CH:56]=[CH:55][C:54]([C:47]([C:44]2[CH:43]=[CH:42][C:41]([O:40][CH3:39])=[CH:46][CH:45]=2)([C:48]2[CH:53]=[CH:52][CH:51]=[CH:50][CH:49]=2)[NH:19][C:11]2[O:12][C@H:13]([C:15]([F:16])([F:17])[F:18])[CH2:14][C@:9]([C:3]3[CH:4]=[C:5]([I:8])[CH:6]=[CH:7][C:2]=3[F:1])([CH3:20])[N:10]=2)=[CH:59][CH:58]=1.[NH2:21][C@@:22]([C:31]1[CH:36]=[C:35]([I:37])[CH:34]=[CH:33][C:32]=1[F:38])([CH3:30])[CH2:23][C@H:24]([OH:29])[C:25]([F:26])([F:27])[F:28]. The yield is 0.600. (4) The product is [C:1]([C:4]1[C:9]([C:10]2[CH:15]=[CH:14][CH:13]=[CH:12][CH:11]=2)=[N:8][N:7]([CH2:16][CH3:17])[C:6](=[O:18])[C:5]=1[NH:19][C:23]1[CH:32]=[CH:31][C:30]([OH:33])=[C:29]2[C:24]=1[CH:25]=[CH:26][CH:27]=[N:28]2)(=[O:3])[CH3:2]. The catalyst is C(O)C. The yield is 0.900. The reactants are [C:1]([C:4]1[C:9]([C:10]2[CH:15]=[CH:14][CH:13]=[CH:12][CH:11]=2)=[N:8][N:7]([CH2:16][CH3:17])[C:6](=[O:18])[C:5]=1[N+:19]([O-])=O)(=[O:3])[CH3:2].N[C:23]1[CH:32]=[CH:31][C:30]([OH:33])=[C:29]2[C:24]=1[CH:25]=[CH:26][CH:27]=[N:28]2. (5) The catalyst is C(O)C. The yield is 0.310. The product is [Cl:8][C:7]1[C:6]([NH:16][CH2:15][C:14]([O:13][CH2:11][CH3:12])=[O:17])=[CH:5][N:4]=[N:3][C:2]=1[Cl:1]. The reactants are [Cl:1][C:2]1[N:3]=[N:4][CH:5]=[C:6](Cl)[C:7]=1[Cl:8].Cl.[CH2:11]([O:13][C:14](=[O:17])[CH2:15][NH2:16])[CH3:12].C(N(C(C)C)CC)(C)C. (6) The reactants are [C:1]([O:5][C:6](=[O:25])/[CH:7]=[CH:8]/[C:9]1[S:10][C:11]([C:15]([O:17]CC2C=CC=CC=2)=[O:16])=[CH:12][C:13]=1[CH3:14])([CH3:4])([CH3:3])[CH3:2]. The catalyst is C(O)C.[Pd]. The product is [C:1]([O:5][C:6](=[O:25])[CH2:7][CH2:8][C:9]1[S:10][C:11]([C:15]([OH:17])=[O:16])=[CH:12][C:13]=1[CH3:14])([CH3:4])([CH3:2])[CH3:3]. The yield is 0.920. (7) The catalyst is C(OCC)(=O)C. The product is [C:26]([C:20]([NH:1][C:2]1[CH:7]=[CH:6][C:5]([CH2:8][CH2:9][CH2:10][C:11]([N:13]([CH3:15])[CH3:14])=[O:12])=[C:4]([F:16])[CH:3]=1)([CH3:19])[CH3:17])#[N:27]. The yield is 0.890. The reactants are [NH2:1][C:2]1[CH:7]=[CH:6][C:5]([CH2:8][CH2:9][CH2:10][C:11]([N:13]([CH3:15])[CH3:14])=[O:12])=[C:4]([F:16])[CH:3]=1.[C:17]1(=O)[CH2:20][CH2:19]C1.C[Si]([C:26]#[N:27])(C)C. (8) The reactants are CO[C:3](=[O:23])[C:4]1[CH:9]=[C:8]([NH:10][S:11]([C:14]2[CH:19]=[C:18]([Br:20])[CH:17]=[CH:16][C:15]=2[O:21][CH3:22])(=[O:13])=[O:12])[CH:7]=[N:6][CH:5]=1.C(O)C.[CH3:27][NH2:28]. The product is [Br:20][C:18]1[CH:17]=[CH:16][C:15]([O:21][CH3:22])=[C:14]([S:11]([NH:10][C:8]2[CH:7]=[N:6][CH:5]=[C:4]([CH:9]=2)[C:3]([NH:28][CH3:27])=[O:23])(=[O:12])=[O:13])[CH:19]=1. No catalyst specified. The yield is 0.600.